Dataset: Forward reaction prediction with 1.9M reactions from USPTO patents (1976-2016). Task: Predict the product of the given reaction. (1) Given the reactants [F:1][C:2]([F:11])([F:10])[C:3]1[CH:9]=[CH:8][C:6]([NH2:7])=[CH:5][CH:4]=1.[F:12][C:13]1[CH:30]=[CH:29][C:16]([CH2:17][CH:18]2[CH2:23][CH2:22][N:21]([C:24](=[O:28])[C:25](O)=[O:26])[CH2:20][CH2:19]2)=[CH:15][CH:14]=1.C(OC(C)C)(C)C, predict the reaction product. The product is: [F:12][C:13]1[CH:30]=[CH:29][C:16]([CH2:17][CH:18]2[CH2:19][CH2:20][N:21]([C:24](=[O:28])[C:25]([NH:7][C:6]3[CH:8]=[CH:9][C:3]([C:2]([F:10])([F:11])[F:1])=[CH:4][CH:5]=3)=[O:26])[CH2:22][CH2:23]2)=[CH:15][CH:14]=1. (2) Given the reactants [F:1][C:2]([F:25])([F:24])[C:3]1[NH:7][N:6]=[C:5]([C:8]2[CH:13]=[CH:12][C:11]([C@H:14]3[CH2:19][CH2:18][C@H:17]([CH2:20][C:21]([OH:23])=O)[CH2:16][CH2:15]3)=[CH:10][CH:9]=2)[CH:4]=1.[NH2:26][C:27]([CH3:36])([CH3:35])[C:28]([O:30][C:31]([CH3:34])([CH3:33])[CH3:32])=[O:29].C(N(C(C)C)CC)(C)C, predict the reaction product. The product is: [CH3:36][C:27]([C:28]([O:30][C:31]([CH3:34])([CH3:33])[CH3:32])=[O:29])([CH3:35])[NH:26][C:21](=[O:23])[CH2:20][C@H:17]1[CH2:18][CH2:19][C@H:14]([C:11]2[CH:10]=[CH:9][C:8]([C:5]3[NH:6][N:7]=[C:3]([C:2]([F:25])([F:1])[F:24])[CH:4]=3)=[CH:13][CH:12]=2)[CH2:15][CH2:16]1. (3) Given the reactants [Cl:1][C:2]1[CH:3]=[C:4]([CH:12]([C:15](=O)[C:16]([F:19])([F:18])[F:17])[C:13]#[N:14])[CH:5]=[C:6]([Cl:11])[C:7]=1[N:8]([CH3:10])[CH3:9].O=P(Cl)(Cl)[Cl:23].C(N(CC)CC)C, predict the reaction product. The product is: [Cl:23]/[C:15](/[C:16]([F:19])([F:18])[F:17])=[C:12](\[C:4]1[CH:3]=[C:2]([Cl:1])[C:7]([N:8]([CH3:10])[CH3:9])=[C:6]([Cl:11])[CH:5]=1)/[C:13]#[N:14]. (4) Given the reactants CON(C)[C:4](=[O:18])[C@H:5]([NH:7][C:8](=[O:17])[O:9][CH2:10][C:11]1[CH:16]=[CH:15][CH:14]=[CH:13][CH:12]=1)[CH3:6].[CH3:20][Mg]Br.C1COCC1.C1(C)C=CC=CC=1.O, predict the reaction product. The product is: [O:18]=[C:4]([CH3:20])[C@H:5]([NH:7][C:8](=[O:17])[O:9][CH2:10][C:11]1[CH:12]=[CH:13][CH:14]=[CH:15][CH:16]=1)[CH3:6]. (5) Given the reactants Cl[C:2]1[C:7]([Cl:8])=[CH:6][C:5]([O:9][CH2:10][CH:11]([O:15][CH2:16][CH3:17])[O:12][CH2:13][CH3:14])=[CH:4][N:3]=1.CC(C)([O-])C.[K+].[CH3:24][O:25][C:26]1[N:31]=[C:30]2[S:32][C:33]([NH:35][C:36]3[C:45]4[C:40](=[CH:41][CH:42]=[C:43]([OH:46])[CH:44]=4)[N:39]=[CH:38][N:37]=3)=[N:34][C:29]2=[CH:28][CH:27]=1.[Cl-].[NH4+], predict the reaction product. The product is: [Cl:8][C:7]1[C:2]([O:46][C:43]2[CH:44]=[C:45]3[C:40](=[CH:41][CH:42]=2)[N:39]=[CH:38][N:37]=[C:36]3[NH:35][C:33]2[S:32][C:30]3[C:29]([N:34]=2)=[CH:28][CH:27]=[C:26]([O:25][CH3:24])[N:31]=3)=[N:3][CH:4]=[C:5]([O:9][CH2:10][CH:11]([O:15][CH2:16][CH3:17])[O:12][CH2:13][CH3:14])[CH:6]=1.